This data is from Experimentally validated miRNA-target interactions with 360,000+ pairs, plus equal number of negative samples. The task is: Binary Classification. Given a miRNA mature sequence and a target amino acid sequence, predict their likelihood of interaction. (1) The miRNA is hsa-miR-432-3p with sequence CUGGAUGGCUCCUCCAUGUCU. The protein sequence of the target gene is MAMEGYRGFLGLLVSALLVGFLSVIFVLIWVLHFREGLGWNGSGLEFNWHPVLAVTGFVFIQGIAIIVYRLPWTWKCSKLLMKSIHAGLNAVAAILAIISVVAVFEYHNVQKVPHMYSLHSWVGLTALILYIQQLVVGFFVFLLPWAPPSLRAIVMPIHVYSGLLLFGTVIATVLMGVTEKLFFVLKHPSYHSFPPEGVFTNTLGLLILVFGALIFWIVTRPQWKRPREPGSVPLQLNGGNAECRMEGAIAISSAHSMDAADPADAESSSEGAARKRTLGLADSGQRSTM. Result: 0 (no interaction). (2) The miRNA is hsa-miR-6876-5p with sequence CAGGAAGGAGACAGGCAGUUCA. The protein sequence of the target gene is MALLCYNRGCGQRFDPETNSDDACTYHPGVPVFHDALKGWSCCKRRTTDFSDFLSIVGCTKGRHNSEKPPEPVKPEVKTTEKKELCELKPKFQEHIIQAPKPVEAIKRPSPDEPMTNLELKISASLKQALDKLKLSSGNEENKKEEDNDEIKIGTSCKNGGCSKTYQGLESLEEVCVYHSGVPIFHEGMKYWSCCRRKTSDFNTFLAQEGCTKGKHMWTKKDAGKKVVPCRHDWHQTGGEVTISVYAKNSLPELSRVEANSTLLNVHIVFEGEKEFDQNVKLWGVIDVKRSYVTMTATKI.... Result: 1 (interaction). (3) The miRNA is mmu-miR-7211-5p with sequence UCUUUCCCUCUGCCACUCCACC. The protein sequence of the target gene is MFSLSSTVQPQVTIPLSHLINAFHSPKNISVSVNTPVSQKQHRDTVPEHEAPSSEPVLNLRDLGLSELKIGQIDKMVENLLPGFYKDKRVSSCWHTSHISAQSFFENKYGHLDMFSTLRSSSLYRQHPKTLRSICSDLQYFPVFIQSRGFKTLKSRTRRLQSTSERLVEAQNIAPSFVKGFLLRDRGTDLESLDKLMKTKNIPEAHQDAFKTGFAEGFLKAQALTQKTNDSLRRTRLILFVLLLFGIYGLLKNPFLSVRFRTTTGLDSAVDPVQMKNVTFEHVKGVEEAKQELQEVVEFL.... Result: 0 (no interaction). (4) The miRNA is hsa-miR-6731-5p with sequence UGGGAGAGCAGGGUAUUGUGGA. The protein sequence of the target gene is METPEVPVGSLIDFGPEAPTSSPLEAPPPVLQDGDGSLGDGASESETTESADSENDMGESPSHPSWDQDRRSSSNESFSSNQSTESTQDEETLALRDFMRGYVEKIFSGGEDLDQEEKAKFGEYCSSENGKGREWFARYVSAQRCNSKCVSEATFYRLVQSFAVVLFECHQMDDFGPAKNLMTMCFTYYHIGKPQLLPPESREKPAGSIDSYLKSANSWLAEKKDIAERLLKNTSARTENVKGFFGGLETKLKGPLARRNEEDENKPQEKRPRAVTAYSPEDEKKGEKIYLYTHLKQQPI.... Result: 1 (interaction). (5) The miRNA is dre-miR-1 with sequence UGGAAUGUAAAGAAGUAUGUAU. The protein sequence of the target gene is MIGGLFIYNHKGEVLISRVYRDDIGRNAVDAFRVNVIHARQQVRSPVTNIARTSFFHVKRSNIWLAAVTKQNVNAAMVFEFLYKMCDVMTAYFGKISEENIKNNFVLIYELLDEILDFGYPQNSETGALKTFITQQGIKSQHLTKEEQSQITSQVTGQIGWRREGIKYRRNELFLDVLESVNLLMSPQGQVLSAHVSGRVVMKSYLSGMPECKFGMNDKIVIDKQGKGGTTDDTGKSGKQSIAIDDCTFHQCVRLSKFDSERSISFIPPDGEYELMRYRTTKDIILPFRVIPLVREVGRT.... Result: 1 (interaction).